From a dataset of Full USPTO retrosynthesis dataset with 1.9M reactions from patents (1976-2016). Predict the reactants needed to synthesize the given product. (1) Given the product [CH2:4]([O:5][C:4]1[CH:6]=[CH:7][CH:8]=[C:1]([O:12][CH2:9][CH2:16][CH2:17][CH2:18][CH3:20])[CH:3]=1)[CH2:3][CH2:1][CH2:8][CH3:7], predict the reactants needed to synthesize it. The reactants are: [C:1]1([CH:8]=[CH:7][CH:6]=[C:4]([OH:5])[CH:3]=1)O.[C:9]([O-:12])([O-])=O.[K+].[K+].Br[CH2:16][CH2:17][CH:18]([CH3:20])C. (2) Given the product [CH2:22]([C:21]1[O:13][C:12]2[C:11]3[CH:10]=[CH:9][CH:8]=[CH:7][C:6]=3[N:5]=[CH:4][C:3]=2[N:2]=1)[CH2:23][CH2:24][CH3:25], predict the reactants needed to synthesize it. The reactants are: Cl.[NH2:2][C:3]1[CH:4]=[N:5][C:6]2[C:11]([C:12]=1[OH:13])=[CH:10][CH:9]=[CH:8][CH:7]=2.C(N(CC)CC)C.[C:21](O[C:21](=O)[CH2:22][CH2:23][CH2:24][CH3:25])(=O)[CH2:22][CH2:23][CH2:24][CH3:25].[OH-].[Na+]. (3) Given the product [F:1][C:2]1[CH:7]=[CH:6][CH:5]=[CH:4][C:3]=1[CH2:8][C:9]([CH:11]1[CH2:12][CH2:13][N:14]([CH2:17][C:18]2[C:19](=[O:24])[NH:20][N:21]=[CH:22][CH:23]=2)[CH2:15][CH2:16]1)=[O:10], predict the reactants needed to synthesize it. The reactants are: [F:1][C:2]1[CH:7]=[CH:6][CH:5]=[CH:4][C:3]=1[CH2:8][C:9]([CH:11]1[CH2:16][CH2:15][N:14]([CH2:17][C:18]2[CH:23]=[CH:22][N:21]=[N:20][C:19]=2[O:24]C)[CH2:13][CH2:12]1)=[O:10].[OH-].[Na+].ClCCl. (4) Given the product [C:1]([O:5][C:6]([N:8]1[CH2:9][C@@H:10]([C:16](=[O:18])[NH:53][C:52]2[CH:54]=[CH:55][C:49]([Cl:48])=[CH:50][CH:51]=2)[C@H:11]([C:13]([OH:15])=[O:14])[CH2:12]1)=[O:7])([CH3:2])([CH3:3])[CH3:4], predict the reactants needed to synthesize it. The reactants are: [C:1]([O:5][C:6]([N:8]1[CH2:12][C@@H:11]([C:13]([OH:15])=[O:14])[C@H:10]([C:16]([OH:18])=O)[CH2:9]1)=[O:7])([CH3:4])([CH3:3])[CH3:2].C(N(CC)C(C)C)(C)C.ON1C2C=CC=CC=2N=N1.C1C=CC2N(O)N=NC=2C=1.[Cl:48][C:49]1[CH:55]=[CH:54][C:52]([NH2:53])=[CH:51][CH:50]=1.